Dataset: Reaction yield outcomes from USPTO patents with 853,638 reactions. Task: Predict the reaction yield, written as a fraction of the theoretical maximum amount of product (1.0 means a 100% yield; for example, 0.34 means a 34% yield). The reactants are [C:1](=[O:4])([O-])[O-:2].[K+].[K+].[CH3:7][NH:8][C:9]([C:11]1[C:15]2[CH:16]=[C:17]([O:26][CH2:27][CH3:28])[C:18]([N:20]([S:22]([CH3:25])(=[O:24])=[O:23])[CH3:21])=[CH:19][C:14]=2[O:13][C:12]=1[C:29]1[CH:34]=[CH:33][C:32]([F:35])=[CH:31][CH:30]=1)=[O:10]. The catalyst is C(#N)C. The product is [F:35][C:32]1[CH:33]=[CH:34][C:29]([C:12]2[O:13][C:14]3[CH:19]=[C:18]([N:20]([S:22]([CH3:25])(=[O:24])=[O:23])[CH3:21])[C:17]([O:26][CH2:27][C:28]4[CH:14]=[CH:15][C:11]([C:1]([OH:2])=[O:4])=[C:12]([OH:13])[CH:29]=4)=[CH:16][C:15]=3[C:11]=2[C:9](=[O:10])[NH:8][CH3:7])=[CH:30][CH:31]=1. The yield is 0.900.